From a dataset of Forward reaction prediction with 1.9M reactions from USPTO patents (1976-2016). Predict the product of the given reaction. (1) Given the reactants FC(F)(F)C(O)=O.[CH3:8][C@H:9]([O:13][C:14]1[N:22]=[C:21]2[C:17]([N:18]=[C:19]([O:23][CH3:24])[NH:20]2)=[C:16]([NH2:25])[N:15]=1)[CH2:10][CH2:11][CH3:12].C(=O)([O-])[O-].[K+].[K+].Br[CH2:33][CH2:34][CH2:35][CH2:36][CH2:37][Cl:38].C(N(CC)CC)C, predict the reaction product. The product is: [Cl:38][CH2:37][CH2:36][CH2:35][CH2:34][CH2:33][N:20]1[C:19]([O:23][CH3:24])=[N:18][C:17]2[C:21]1=[N:22][C:14]([O:13][C@@H:9]([CH3:8])[CH2:10][CH2:11][CH3:12])=[N:15][C:16]=2[NH2:25]. (2) Given the reactants S(Cl)([Cl:3])=O.[CH3:5][O:6][C:7]1[CH:15]=[C:14]([O:16][CH3:17])[CH:13]=[CH:12][C:8]=1[C:9](O)=[O:10], predict the reaction product. The product is: [CH3:5][O:6][C:7]1[CH:15]=[C:14]([O:16][CH3:17])[CH:13]=[CH:12][C:8]=1[C:9]([Cl:3])=[O:10]. (3) Given the reactants [Cl:1][C:2]1[CH:3]=[C:4]([C@@H:8]([OH:34])[CH2:9][NH:10][CH2:11][CH2:12][C:13]2[CH:18]=[CH:17][C:16]([S:19]([C:22]3[CH:32]=[CH:31][C:25]([C:26]([O:28]CC)=[O:27])=[C:24]([OH:33])[CH:23]=3)(=[O:21])=[O:20])=[CH:15][CH:14]=2)[CH:5]=[CH:6][CH:7]=1.[OH-].[Na+:36].Cl, predict the reaction product. The product is: [Cl:1][C:2]1[CH:3]=[C:4]([C@@H:8]([OH:34])[CH2:9][NH:10][CH2:11][CH2:12][C:13]2[CH:14]=[CH:15][C:16]([S:19]([C:22]3[CH:32]=[CH:31][C:25]([C:26]([O-:28])=[O:27])=[C:24]([OH:33])[CH:23]=3)(=[O:20])=[O:21])=[CH:17][CH:18]=2)[CH:5]=[CH:6][CH:7]=1.[Na+:36]. (4) Given the reactants [C:1]([O:4][C@H:5]1[C@@H:11]([O:12][CH2:13][C:14]2[CH:19]=[CH:18][CH:17]=[CH:16][CH:15]=2)[C@H:10]([N:20]=[N+:21]=[N-:22])[C@@H:9]([CH3:23])[O:8][C@@H:6]1[OH:7])(=[O:3])[CH3:2].[C:24]1([N:30]=[C:31](Cl)[C:32]([F:35])([F:34])[F:33])[CH:29]=[CH:28][CH:27]=[CH:26][CH:25]=1.C([O-])([O-])=O.[Cs+].[Cs+], predict the reaction product. The product is: [C:24]1([N:30]=[C:31]([O:7][C@H:6]2[O:8][C@H:9]([CH3:23])[C@@H:10]([N:20]=[N+:21]=[N-:22])[C@H:11]([O:12][CH2:13][C:14]3[CH:19]=[CH:18][CH:17]=[CH:16][CH:15]=3)[C@@H:5]2[O:4][C:1](=[O:3])[CH3:2])[C:32]([F:33])([F:34])[F:35])[CH:25]=[CH:26][CH:27]=[CH:28][CH:29]=1. (5) Given the reactants [F:1][C:2]1[CH:3]=[CH:4][C:5]([C:8]2[C:12]([C:13](O)=[O:14])=[CH:11][O:10][N:9]=2)=[N:6][CH:7]=1.CC1ON=C(C2C=CN=CN=2)C=1C(O)=O, predict the reaction product. The product is: [F:1][C:2]1[CH:3]=[CH:4][C:5]([C:8]2[C:12]([CH2:13][OH:14])=[CH:11][O:10][N:9]=2)=[N:6][CH:7]=1. (6) Given the reactants FC(F)(F)[C:3]([N:5](C)[C:6]1[CH:7]=[CH:8][C:9]2[N:10]([CH:12]=[C:13]([C:15]3[CH:20]=[CH:19][CH:18]=[C:17]([C:21]4[N:25]=[C:24]([C:26]([F:29])([F:28])[F:27])[O:23][N:22]=4)[CH:16]=3)[N:14]=2)[N:11]=1)=O.C([O-])([O-])=O.[K+].[K+], predict the reaction product. The product is: [CH3:3][NH:5][C:6]1[CH:7]=[CH:8][C:9]2[N:10]([CH:12]=[C:13]([C:15]3[CH:20]=[CH:19][CH:18]=[C:17]([C:21]4[N:25]=[C:24]([C:26]([F:29])([F:27])[F:28])[O:23][N:22]=4)[CH:16]=3)[N:14]=2)[N:11]=1. (7) Given the reactants [CH3:1][S:2][C:3]1[CH:8]=[CH:7][C:6]([NH2:9])=[CH:5][N:4]=1.[CH:10](=O)[C:11]1[CH:16]=[CH:15][CH:14]=[CH:13][CH:12]=1.C(=O)([O-])[O-].[Na+].[Na+], predict the reaction product. The product is: [CH:10](=[N:9][C:6]1[CH:5]=[N:4][C:3]([S:2][CH3:1])=[CH:8][CH:7]=1)[C:11]1[CH:16]=[CH:15][CH:14]=[CH:13][CH:12]=1.